Dataset: Forward reaction prediction with 1.9M reactions from USPTO patents (1976-2016). Task: Predict the product of the given reaction. (1) Given the reactants [NH2:1][CH2:2][CH2:3][CH2:4][C:5]#[C:6][C:7]1[C:8]([NH:21][CH2:22][CH2:23][CH2:24][O:25][CH3:26])=[N:9][C:10]([NH:13][C:14]2[CH:19]=[CH:18][CH:17]=[C:16]([F:20])[CH:15]=2)=[N:11][CH:12]=1.[C:27]([N:34]([CH3:40])[C@H:35]([C:37](O)=[O:38])[CH3:36])([O:29][C:30]([CH3:33])([CH3:32])[CH3:31])=[O:28].Cl.C(N=C=NCCCN(C)C)C.O.ON1C2C=CC=CC=2N=N1, predict the reaction product. The product is: [F:20][C:16]1[CH:15]=[C:14]([NH:13][C:10]2[N:9]=[C:8]([NH:21][CH2:22][CH2:23][CH2:24][O:25][CH3:26])[C:7]([C:6]#[C:5][CH2:4][CH2:3][CH2:2][NH:1][C:37](=[O:38])[C@@H:35]([N:34]([CH3:40])[C:27](=[O:28])[O:29][C:30]([CH3:31])([CH3:33])[CH3:32])[CH3:36])=[CH:12][N:11]=2)[CH:19]=[CH:18][CH:17]=1. (2) Given the reactants [Br:1][C:2]1[CH:7]=[CH:6][CH:5]=[CH:4][C:3]=1[OH:8].Br[CH2:10][C:11]([O:13][CH2:14][CH3:15])=[O:12].C([O-])([O-])=O.[K+].[K+], predict the reaction product. The product is: [Br:1][C:2]1[CH:7]=[CH:6][CH:5]=[CH:4][C:3]=1[O:8][CH2:10][C:11]([O:13][CH2:14][CH3:15])=[O:12]. (3) Given the reactants C1(P(C2C=CC=CC=2)C2C=CC=CC=2)C=CC=CC=1.N(C(OCC)=O)=NC(OCC)=O.O[CH2:33][C@@H:34]([NH:38][C:39]([NH:41][C:42]1[CH:43]=[N:44][C:45]([C:48]([F:51])([F:50])[F:49])=[CH:46][CH:47]=1)=[O:40])[CH:35]([CH3:37])[CH3:36], predict the reaction product. The product is: [CH3:36][CH:35]([C@H:34]1[CH2:33][N:41]([C:42]2[CH:43]=[N:44][C:45]([C:48]([F:51])([F:50])[F:49])=[CH:46][CH:47]=2)[C:39](=[O:40])[NH:38]1)[CH3:37]. (4) Given the reactants Br[C:2]1[CH:3]=[C:4]2[C:9](=[CH:10][CH:11]=1)[N:8]=[CH:7][C:6]([C:12]([CH:14]1[CH2:16][CH2:15]1)=[O:13])=[C:5]2[NH:17][C:18]1[CH:19]=[CH:20][C:21]([N:24]2[CH2:29][CH2:28][CH2:27][C@@H:26]([NH:30]C(=O)OC(C)(C)C)[CH2:25]2)=[N:22][CH:23]=1.[Cl:38][C:39]1[CH:44]=[C:43](B2OC(C)(C)C(C)(C)O2)[CH:42]=[C:41]([O:54][CH3:55])[C:40]=1[OH:56], predict the reaction product. The product is: [NH2:30][C@@H:26]1[CH2:27][CH2:28][CH2:29][N:24]([C:21]2[N:22]=[CH:23][C:18]([NH:17][C:5]3[C:4]4[C:9](=[CH:10][CH:11]=[C:2]([C:43]5[CH:42]=[C:41]([O:54][CH3:55])[C:40]([OH:56])=[C:39]([Cl:38])[CH:44]=5)[CH:3]=4)[N:8]=[CH:7][C:6]=3[C:12]([CH:14]3[CH2:15][CH2:16]3)=[O:13])=[CH:19][CH:20]=2)[CH2:25]1.